This data is from NCI-60 drug combinations with 297,098 pairs across 59 cell lines. The task is: Regression. Given two drug SMILES strings and cell line genomic features, predict the synergy score measuring deviation from expected non-interaction effect. (1) Cell line: A549. Drug 2: CC1CCC2CC(C(=CC=CC=CC(CC(C(=O)C(C(C(=CC(C(=O)CC(OC(=O)C3CCCCN3C(=O)C(=O)C1(O2)O)C(C)CC4CCC(C(C4)OC)OCCO)C)C)O)OC)C)C)C)OC. Drug 1: CC1=C2C(C(=O)C3(C(CC4C(C3C(C(C2(C)C)(CC1OC(=O)C(C(C5=CC=CC=C5)NC(=O)C6=CC=CC=C6)O)O)OC(=O)C7=CC=CC=C7)(CO4)OC(=O)C)O)C)OC(=O)C. Synergy scores: CSS=17.5, Synergy_ZIP=3.86, Synergy_Bliss=8.15, Synergy_Loewe=8.41, Synergy_HSA=9.25. (2) Drug 1: CC1=C(C=C(C=C1)NC2=NC=CC(=N2)N(C)C3=CC4=NN(C(=C4C=C3)C)C)S(=O)(=O)N.Cl. Drug 2: C#CCC(CC1=CN=C2C(=N1)C(=NC(=N2)N)N)C3=CC=C(C=C3)C(=O)NC(CCC(=O)O)C(=O)O. Cell line: DU-145. Synergy scores: CSS=-4.12, Synergy_ZIP=0.261, Synergy_Bliss=-1.73, Synergy_Loewe=-4.85, Synergy_HSA=-3.18. (3) Drug 1: CC1=C2C(C(=O)C3(C(CC4C(C3C(C(C2(C)C)(CC1OC(=O)C(C(C5=CC=CC=C5)NC(=O)OC(C)(C)C)O)O)OC(=O)C6=CC=CC=C6)(CO4)OC(=O)C)OC)C)OC. Synergy scores: CSS=43.9, Synergy_ZIP=-7.15, Synergy_Bliss=-6.70, Synergy_Loewe=1.61, Synergy_HSA=4.02. Drug 2: C1C(C(OC1N2C=C(C(=O)NC2=O)F)CO)O. Cell line: A498. (4) Drug 1: C1=CC(=CC=C1CCC2=CNC3=C2C(=O)NC(=N3)N)C(=O)NC(CCC(=O)O)C(=O)O. Cell line: MDA-MB-435. Synergy scores: CSS=6.33, Synergy_ZIP=-2.24, Synergy_Bliss=-5.11, Synergy_Loewe=-5.43, Synergy_HSA=-5.70. Drug 2: CCCCC(=O)OCC(=O)C1(CC(C2=C(C1)C(=C3C(=C2O)C(=O)C4=C(C3=O)C=CC=C4OC)O)OC5CC(C(C(O5)C)O)NC(=O)C(F)(F)F)O.